Dataset: Reaction yield outcomes from USPTO patents with 853,638 reactions. Task: Predict the reaction yield, written as a fraction of the theoretical maximum amount of product (1.0 means a 100% yield; for example, 0.34 means a 34% yield). (1) The reactants are [Br:1][C:2]1[CH:3]=[C:4]2[C:9](=[CH:10][CH:11]=1)[N:8]=[CH:7][C:6]([N+:12]([O-])=O)=[C:5]2[CH:15](SC1C=CC=CC=1)[C:16]1[CH:21]=[CH:20][C:19]([C:22]([CH3:26])([CH3:25])[C:23]#[N:24])=[CH:18][CH:17]=1. The catalyst is C1COCC1.[Ni]. The product is [NH2:12][C:6]1[CH:7]=[N:8][C:9]2[C:4]([C:5]=1[CH2:15][C:16]1[CH:17]=[CH:18][C:19]([C:22]([CH3:25])([CH3:26])[C:23]#[N:24])=[CH:20][CH:21]=1)=[CH:3][C:2]([Br:1])=[CH:11][CH:10]=2. The yield is 0.510. (2) The reactants are C(O)(C(F)(F)F)=O.C(OC([N:15]1[CH2:18][CH:17]([C:19]([N:21]2[CH2:25][CH2:24][CH2:23][CH2:22]2)=[O:20])[CH2:16]1)=O)(C)(C)C. The catalyst is C(Cl)Cl. The product is [NH:15]1[CH2:16][CH:17]([C:19]([N:21]2[CH2:22][CH2:23][CH2:24][CH2:25]2)=[O:20])[CH2:18]1. The yield is 0.720. (3) The reactants are [Cl:1][C:2]1[CH:14]=[C:13]([N:15]2[CH2:20][CH2:19][O:18][CH2:17][S:16]2(=[O:22])=[O:21])[CH:12]=[CH:11][C:3]=1[C:4]([O:6]C(C)(C)C)=[O:5]. The yield is 0.540. The product is [Cl:1][C:2]1[CH:14]=[C:13]([N:15]2[CH2:20][CH2:19][O:18][CH2:17][S:16]2(=[O:22])=[O:21])[CH:12]=[CH:11][C:3]=1[C:4]([OH:6])=[O:5]. The catalyst is C(O)(C(F)(F)F)=O.ClCCl.